Dataset: Full USPTO retrosynthesis dataset with 1.9M reactions from patents (1976-2016). Task: Predict the reactants needed to synthesize the given product. (1) Given the product [C:1]([O:5][C:6]([N:8]1[CH2:13][CH2:12][CH:11]([NH:19][CH2:15][CH2:16][CH2:17][CH3:18])[CH2:10][CH2:9]1)=[O:7])([CH3:4])([CH3:3])[CH3:2], predict the reactants needed to synthesize it. The reactants are: [C:1]([O:5][C:6]([N:8]1[CH2:13][CH2:12][C:11](=O)[CH2:10][CH2:9]1)=[O:7])([CH3:4])([CH3:3])[CH3:2].[CH2:15]([NH2:19])[CH2:16][CH2:17][CH3:18]. (2) Given the product [CH:11]1([CH2:10][C@H:9]([C:14]([N:16]2[CH2:36][CH2:35][CH2:34][C@H:17]2[C:18]([NH:20][CH2:21][C:22]2[CH:27]=[C:26]([Cl:28])[CH:25]=[CH:24][C:23]=2[N:29]2[CH:33]=[N:32][CH:31]=[N:30]2)=[O:19])=[O:15])[NH2:8])[CH2:13][CH2:12]1, predict the reactants needed to synthesize it. The reactants are: C(OC([NH:8][C@@H:9]([C:14]([N:16]1[CH2:36][CH2:35][CH2:34][C@H:17]1[C:18]([NH:20][CH2:21][C:22]1[CH:27]=[C:26]([Cl:28])[CH:25]=[CH:24][C:23]=1[N:29]1[CH:33]=[N:32][CH:31]=[N:30]1)=[O:19])=[O:15])[CH2:10][CH:11]1[CH2:13][CH2:12]1)=O)(C)(C)C.Cl.CCOC(C)=O. (3) Given the product [Br:1][C:2]1[C:11]([Cl:12])=[C:10]([NH:13][C:14](=[O:15])[O:16][C:17]([CH3:18])([CH3:19])[CH3:20])[CH:9]=[C:4]([CH2:5][OH:6])[CH:3]=1, predict the reactants needed to synthesize it. The reactants are: [Br:1][C:2]1[CH:3]=[C:4]([CH:9]=[C:10]([NH:13][C:14]([O:16][C:17]([CH3:20])([CH3:19])[CH3:18])=[O:15])[C:11]=1[Cl:12])[C:5](OC)=[O:6].[H-].[Al+3].[Li+].[H-].[H-].[H-].[OH-].[Na+].[O-]S([O-])(=O)=O.[Mg+2]. (4) Given the product [CH:18]1([N:7]2[CH2:8][C:9]([F:17])([F:16])[C:10](=[O:15])[N:11]([CH2:12][CH2:13][CH3:14])[C:5]3[CH:4]=[N:3][C:2]([NH:24][C:25]4[CH:33]=[CH:32][C:28]([C:29]([OH:31])=[O:30])=[CH:27][CH:26]=4)=[N:23][C:6]2=3)[CH2:22][CH2:21][CH2:20][CH2:19]1, predict the reactants needed to synthesize it. The reactants are: Cl[C:2]1[N:3]=[CH:4][C:5]2[N:11]([CH2:12][CH2:13][CH3:14])[C:10](=[O:15])[C:9]([F:17])([F:16])[CH2:8][N:7]([CH:18]3[CH2:22][CH2:21][CH2:20][CH2:19]3)[C:6]=2[N:23]=1.[NH2:24][C:25]1[CH:33]=[CH:32][C:28]([C:29]([OH:31])=[O:30])=[CH:27][CH:26]=1.Cl. (5) The reactants are: [N:1]1([C:7]([O:9][C:10]([CH3:13])([CH3:12])[CH3:11])=[O:8])[CH2:6][CH2:5][NH:4][CH2:3][CH2:2]1.[C:14](O)(=[O:21])[C:15]1[CH:20]=[CH:19][CH:18]=[CH:17][CH:16]=1.C(Cl)CCl. Given the product [C:14]([N:4]1[CH2:5][CH2:6][N:1]([C:7]([O:9][C:10]([CH3:13])([CH3:12])[CH3:11])=[O:8])[CH2:2][CH2:3]1)(=[O:21])[C:15]1[CH:20]=[CH:19][CH:18]=[CH:17][CH:16]=1, predict the reactants needed to synthesize it. (6) Given the product [SH:42][CH:54]([C:53]1[CH:48]=[CH:49][CH:50]=[CH:51][CH:52]=1)[CH2:32][C:33]([OH:35])=[O:34].[SH:42][CH:54]([C:53]1[CH:48]=[CH:49][CH:50]=[CH:51][CH:52]=1)[CH2:32][C:33]([OH:35])=[O:34].[SH:42][CH:54]([C:53]1[CH:48]=[CH:49][CH:50]=[CH:51][CH:52]=1)[CH2:32][C:33]([OH:35])=[O:34].[SH:42][CH:54]([C:53]1[CH:48]=[CH:49][CH:50]=[CH:51][CH:52]=1)[CH2:32][C:33]([OH:35])=[O:34].[OH:4][CH2:5][CH:6]([CH2:7][OH:8])[OH:9].[OH:4][CH2:5][CH:6]([CH2:7][OH:8])[OH:9], predict the reactants needed to synthesize it. The reactants are: C(O)C(O)C[O:4][CH2:5][CH:6]([OH:9])[CH2:7][OH:8].CC([CH2:32][C:33]([OH:35])=[O:34])CCCCCCCCCCCCC1C=CC=CC=1.C1(C)C=CC([S:42](O)(=O)=O)=CC=1.C[C:48]1[CH:49]=[CH:50][CH:51]=[CH:52][C:53]=1[CH3:54]. (7) Given the product [CH2:20]([O:19][C:17](=[O:18])[C:16]([C:22]#[N:23])=[CH:15][NH:11][C:4]1[CH:5]=[CH:6][C:7]([N+:8]([O-:10])=[O:9])=[C:2]([CH3:1])[CH:3]=1)[CH3:21], predict the reactants needed to synthesize it. The reactants are: [CH3:1][C:2]1[CH:3]=[C:4]([NH2:11])[CH:5]=[CH:6][C:7]=1[N+:8]([O-:10])=[O:9].C(O[CH:15]=[C:16]([C:22]#[N:23])[C:17]([O:19][CH2:20][CH3:21])=[O:18])C.CN(C=O)C.C([O-])([O-])=O.[Cs+].[Cs+]. (8) Given the product [CH2:1]([O:3][C:4]1[CH:5]=[C:6]2[C:11](=[CH:12][CH:13]=1)[CH:10]=[C:9]([C:14]1[C:16]3[C:23](=[CH:22][CH:21]=[C:18]([C:19]#[N:20])[CH:17]=3)[NH:27][N:26]=1)[CH:8]=[CH:7]2)[CH3:2], predict the reactants needed to synthesize it. The reactants are: [CH2:1]([O:3][C:4]1[CH:5]=[C:6]2[C:11](=[CH:12][CH:13]=1)[CH:10]=[C:9]([C:14]([C:16]1[CH:17]=[C:18]([CH:21]=[CH:22][C:23]=1F)[C:19]#[N:20])=O)[CH:8]=[CH:7]2)[CH3:2].O.[NH2:26][NH2:27].